Predict the product of the given reaction. From a dataset of Forward reaction prediction with 1.9M reactions from USPTO patents (1976-2016). Given the reactants [Li]CCCC.[CH3:6][S:7]([C:10]1[CH:15]=[CH:14][CH:13]=[CH:12][CH:11]=1)(=[O:9])=[O:8].[O:16]1[CH2:19][C:18](=O)[CH2:17]1, predict the reaction product. The product is: [C:10]1([S:7]([CH:6]=[C:18]2[CH2:19][O:16][CH2:17]2)(=[O:9])=[O:8])[CH:15]=[CH:14][CH:13]=[CH:12][CH:11]=1.